Predict the reactants needed to synthesize the given product. From a dataset of Full USPTO retrosynthesis dataset with 1.9M reactions from patents (1976-2016). Given the product [F:12][C:13]1[CH:18]=[CH:17][C:16]([F:19])=[CH:15][C:14]=1[S:20]([NH:1][C:2]1[CH:3]=[C:4]([CH:9]=[CH:10][CH:11]=1)[C:5]([O:7][CH3:8])=[O:6])(=[O:22])=[O:21], predict the reactants needed to synthesize it. The reactants are: [NH2:1][C:2]1[CH:3]=[C:4]([CH:9]=[CH:10][CH:11]=1)[C:5]([O:7][CH3:8])=[O:6].[F:12][C:13]1[CH:18]=[CH:17][C:16]([F:19])=[CH:15][C:14]=1[S:20](Cl)(=[O:22])=[O:21].